From a dataset of Reaction yield outcomes from USPTO patents with 853,638 reactions. Predict the reaction yield, written as a fraction of the theoretical maximum amount of product (1.0 means a 100% yield; for example, 0.34 means a 34% yield). (1) The reactants are S(Cl)(Cl)=O.[Cl:5][C:6]1[C:14]([Cl:15])=[CH:13][C:12]([N+:16]([O-:18])=[O:17])=[CH:11][C:7]=1[C:8]([OH:10])=O.O.[CH3:20]COC(C)=O. The yield is 0.820. The catalyst is CN(C=O)C. The product is [Cl:5][C:6]1[C:14]([Cl:15])=[CH:13][C:12]([N+:16]([O-:18])=[O:17])=[CH:11][C:7]=1[C:8](=[O:10])[CH3:20]. (2) The reactants are [CH3:1][N:2]1[C:10]2[C:5](=[CH:6][CH:7]=[CH:8][CH:9]=2)[C:4]([CH2:11][C@H:12]2[C:23](=[O:24])[NH:22][CH2:21][CH2:20][CH2:19][CH2:18][C:17](=[O:25])[NH:16][C@@H:15]([CH2:26][CH2:27][CH2:28][CH2:29][NH:30]C(=O)OC(C)(C)C)[C:14](=[O:38])[NH:13]2)=[CH:3]1.[F:39][C:40]1[CH:51]=[CH:50][C:43]([CH2:44][O:45][CH2:46][C:47]([OH:49])=O)=[CH:42][CH:41]=1. No catalyst specified. The product is [F:39][C:40]1[CH:41]=[CH:42][C:43]([CH2:44][O:45][CH2:46][C:47]([NH:30][CH2:29][CH2:28][CH2:27][CH2:26][C@H:15]2[C:14](=[O:38])[NH:13][C@@H:12]([CH2:11][C:4]3[C:5]4[C:10](=[CH:9][CH:8]=[CH:7][CH:6]=4)[N:2]([CH3:1])[CH:3]=3)[C:23](=[O:24])[NH:22][CH2:21][CH2:20][CH2:19][CH2:18][C:17](=[O:25])[NH:16]2)=[O:49])=[CH:50][CH:51]=1. The yield is 0.190. (3) The reactants are [Cl:1][C:2]1[C:3]([O:12][C:13]2[CH:18]=[C:17]([O:19][CH2:20][CH2:21][C:22]([OH:25])([CH3:24])[CH3:23])[CH:16]=[CH:15][C:14]=2/[CH:26]=[CH:27]/[C:28]([O:30]CC)=[O:29])=[N:4][CH:5]=[C:6]([C:8]([F:11])([F:10])[F:9])[CH:7]=1.[OH-].[Na+].Cl. The catalyst is O1CCCC1.C(O)C.C(OCC)(=O)C. The product is [Cl:1][C:2]1[C:3]([O:12][C:13]2[CH:18]=[C:17]([O:19][CH2:20][CH2:21][C:22]([OH:25])([CH3:24])[CH3:23])[CH:16]=[CH:15][C:14]=2/[CH:26]=[CH:27]/[C:28]([OH:30])=[O:29])=[N:4][CH:5]=[C:6]([C:8]([F:9])([F:11])[F:10])[CH:7]=1. The yield is 0.850. (4) The reactants are C(O[C:4]([CH:6]1[CH2:11][CH2:10][CH2:9][CH2:8][C:7]1=O)=[O:5])C.[NH2:13][C:14]([NH2:16])=[O:15]. The catalyst is CCO. The product is [N:13]1[C:7]2[CH2:8][CH2:9][CH2:10][CH2:11][C:6]=2[C:4]([OH:5])=[N:16][C:14]=1[OH:15]. The yield is 0.350. (5) The reactants are [ClH:1].Cl.C1([C:9]2[O:13][C:12]([CH:14]=[C:15]3[CH2:20][CH2:19][CH2:18][N:17]=[C:16]3[C:21]3[CH:22]=[N:23][CH:24]=[CH:25][CH:26]=3)=[CH:11][CH:10]=2)C=CC=CC=1.[F:27][C:28]1[C:29]([C:35]([F:38])([F:37])[F:36])=[C:30](Br)[CH:31]=[CH:32][CH:33]=1.C([O-])([O-])=O.[Na+].[Na+].Cl. The catalyst is C1C=CC([P]([Pd]([P](C2C=CC=CC=2)(C2C=CC=CC=2)C2C=CC=CC=2)([P](C2C=CC=CC=2)(C2C=CC=CC=2)C2C=CC=CC=2)[P](C2C=CC=CC=2)(C2C=CC=CC=2)C2C=CC=CC=2)(C2C=CC=CC=2)C2C=CC=CC=2)=CC=1.O1CCOCC1.C1(C)C=CC=CC=1. The product is [ClH:1].[ClH:1].[F:27][C:28]1[C:29]([C:35]([F:38])([F:37])[F:36])=[C:30]([C:9]2[O:13][C:12]([CH:14]=[C:15]3[CH2:20][CH2:19][CH2:18][N:17]=[C:16]3[C:21]3[CH:22]=[N:23][CH:24]=[CH:25][CH:26]=3)=[CH:11][CH:10]=2)[CH:31]=[CH:32][CH:33]=1. The yield is 0.0900. (6) The reactants are [CH2:1]([S:8]([NH:11][C:12]1[CH:18]=[CH:17][CH:16]=[CH:15][C:13]=1[NH2:14])(=[O:10])=[O:9])[C:2]1[CH:7]=[CH:6][CH:5]=[CH:4][CH:3]=1.[Br:19][C:20]1[CH:25]=[CH:24][CH:23]=[CH:22][C:21]=1[N:26]=[C:27]=[O:28]. No catalyst specified. The product is [CH2:1]([S:8]([NH:11][C:12]1[CH:18]=[CH:17][CH:16]=[CH:15][C:13]=1[NH:14][C:27]([NH:26][C:21]1[CH:22]=[CH:23][CH:24]=[CH:25][C:20]=1[Br:19])=[O:28])(=[O:9])=[O:10])[C:2]1[CH:3]=[CH:4][CH:5]=[CH:6][CH:7]=1. The yield is 0.230. (7) The reactants are CS(O[C@H:6]([C@H:8]1[CH2:12][O:11][C:10](=[O:13])[N:9]1[C:14]1[CH:19]=[CH:18][N:17]=[C:16]([NH:20][C@H:21]([C:23]2[S:27][C:26]([C:28]3[CH:33]=[CH:32][C:31]([Cl:34])=[CH:30][CH:29]=3)=[N:25][CH:24]=2)[CH3:22])[N:15]=1)[CH3:7])(=O)=O.[N-:35]=[N+:36]=[N-:37].[Na+]. The catalyst is CN(C=O)C.O. The product is [N:35]([C@@H:6]([C@H:8]1[CH2:12][O:11][C:10](=[O:13])[N:9]1[C:14]1[CH:19]=[CH:18][N:17]=[C:16]([NH:20][C@H:21]([C:23]2[S:27][C:26]([C:28]3[CH:33]=[CH:32][C:31]([Cl:34])=[CH:30][CH:29]=3)=[N:25][CH:24]=2)[CH3:22])[N:15]=1)[CH3:7])=[N+:36]=[N-:37]. The yield is 0.742. (8) The reactants are [O:1]1[C:5]2[CH:6]=[CH:7][C:8]([CH2:10][C:11]#[N:12])=[CH:9][C:4]=2[O:3]C1.B(Br)(Br)Br.O. The catalyst is C(Cl)Cl. The product is [OH:3][C:4]1[CH:9]=[C:8]([CH2:10][C:11]#[N:12])[CH:7]=[CH:6][C:5]=1[OH:1]. The yield is 0.540.